Dataset: Experimentally validated miRNA-target interactions with 360,000+ pairs, plus equal number of negative samples. Task: Binary Classification. Given a miRNA mature sequence and a target amino acid sequence, predict their likelihood of interaction. The miRNA is hsa-miR-219a-1-3p with sequence AGAGUUGAGUCUGGACGUCCCG. The protein sequence of the target gene is MDSAETELTPAPEGRKRYSDIFQSLDNLEISLGNVTFDPLAGDPVRREDLEPDKADTATVVTEENSEASSWRDLSPEGPAPLTEEELDLRLIRTKGGVDAALEYAKAWSRYAKELLAWTDKRANYELEFAKSIMKLAEAGKVSILQQSQMPLQYIYTLFLEHDLSLGALALETVAQQKRDYYQPLAAKRMEIEKWRKEFKEQWLKEQKRMNEAVQALRRSELQYIQRREDLRARSQGSPEDPPSQASPGSNKQQERRRRSREEAQAKAHEAEALYQACVREANSRQQDLETTKRRIVSHV.... Result: 0 (no interaction).